Predict the product of the given reaction. From a dataset of Forward reaction prediction with 1.9M reactions from USPTO patents (1976-2016). The product is: [CH3:8][C@H:9]1[N:10]([C:15]2[N:16]=[N:17][C:18]([C:25]3[CH:26]=[CH:27][C:28]([C:31]([F:34])([F:32])[F:33])=[CH:29][CH:30]=3)=[C:19]3[CH:24]=[CH:23][N:22]=[CH:21][C:20]=23)[CH2:11][CH2:12][N:13]([C:35]([C:36]2[CH:41]=[CH:40][CH:39]=[CH:38][CH:37]=2)=[O:42])[CH2:14]1. Given the reactants C(N(CC)CC)C.[CH3:8][C@@H:9]1[CH2:14][NH:13][CH2:12][CH2:11][N:10]1[C:15]1[N:16]=[N:17][C:18]([C:25]2[CH:30]=[CH:29][C:28]([C:31]([F:34])([F:33])[F:32])=[CH:27][CH:26]=2)=[C:19]2[CH:24]=[CH:23][N:22]=[CH:21][C:20]=12.[C:35](Cl)(=[O:42])[C:36]1[CH:41]=[CH:40][CH:39]=[CH:38][CH:37]=1.C(=O)(O)[O-].[Na+], predict the reaction product.